From a dataset of Catalyst prediction with 721,799 reactions and 888 catalyst types from USPTO. Predict which catalyst facilitates the given reaction. (1) Reactant: C(OC([N:8]1[CH2:13][CH2:12][N:11]([C:14]2[CH:19]=[CH:18][C:17]([NH:20][C:21]3[N:26]=[C:25]([CH2:27][CH2:28][C:29]4[CH:34]=[CH:33][CH:32]=[CH:31][C:30]=4[CH2:35][C:36]([O-:38])=O)[C:24]([C:39]([F:42])([F:41])[F:40])=[CH:23][N:22]=3)=[CH:16][CH:15]=2)[CH2:10][CH2:9]1)=O)(C)(C)C.[Li+].O[N:45]1[C:49]2C=CC=CC=2N=N1.CCN=C=NCCCN(C)C.C(N(CC)C(C)C)(C)C.Cl.CN. Product: [CH3:49][NH:45][C:36](=[O:38])[CH2:35][C:30]1[CH:31]=[CH:32][CH:33]=[CH:34][C:29]=1[CH2:28][CH2:27][C:25]1[C:24]([C:39]([F:42])([F:41])[F:40])=[CH:23][N:22]=[C:21]([NH:20][C:17]2[CH:16]=[CH:15][C:14]([N:11]3[CH2:12][CH2:13][NH:8][CH2:9][CH2:10]3)=[CH:19][CH:18]=2)[N:26]=1. The catalyst class is: 118. (2) Reactant: [CH2:1]([N:3]1[C:7](=[O:8])[N:6]([CH2:9][C:10]([O:12]CC)=[O:11])[N:5]=[C:4]1[C:15]1[CH:20]=[CH:19][C:18]([O:21][CH3:22])=[CH:17][CH:16]=1)[CH3:2].[OH-].[K+].Cl. Product: [CH2:1]([N:3]1[C:7](=[O:8])[N:6]([CH2:9][C:10]([OH:12])=[O:11])[N:5]=[C:4]1[C:15]1[CH:16]=[CH:17][C:18]([O:21][CH3:22])=[CH:19][CH:20]=1)[CH3:2]. The catalyst class is: 5.